This data is from Forward reaction prediction with 1.9M reactions from USPTO patents (1976-2016). The task is: Predict the product of the given reaction. (1) Given the reactants [Cl:1][C:2]1[CH:7]=[CH:6][CH:5]=[CH:4][C:3]=1[C:8](=O)[CH2:9][C:10]1[CH:15]=[CH:14][CH:13]=[CH:12][CH:11]=1.[CH2:17]([O:19][C:20]1[CH:21]=[C:22]([CH:25]=[C:26]([N+:29]([O-:31])=[O:30])[C:27]=1[OH:28])[CH:23]=O)[CH3:18].[NH2:32][C:33]([NH2:35])=[O:34].Cl, predict the reaction product. The product is: [Cl:1][C:2]1[CH:7]=[CH:6][CH:5]=[CH:4][C:3]=1[C:8]1[NH:35][C:33](=[O:34])[NH:32][CH:23]([C:22]2[CH:25]=[C:26]([N+:29]([O-:31])=[O:30])[C:27]([OH:28])=[C:20]([O:19][CH2:17][CH3:18])[CH:21]=2)[C:9]=1[C:10]1[CH:15]=[CH:14][CH:13]=[CH:12][CH:11]=1. (2) Given the reactants [NH:1]1[CH:5]=[N:4][CH:3]=[N:2]1.[H-].[Na+].[CH2:8]([O:10][C:11](=[O:39])[CH2:12][C:13]1[CH:14]=[C:15]([C:21]2[CH:26]=[CH:25][C:24]([C:27]([F:30])([F:29])[F:28])=[CH:23][C:22]=2[CH2:31][N:32]([C:35](=[O:38])[CH2:36]Cl)[CH2:33][CH3:34])[C:16]([O:19][CH3:20])=[CH:17][CH:18]=1)[CH3:9], predict the reaction product. The product is: [CH2:8]([O:10][C:11](=[O:39])[CH2:12][C:13]1[CH:14]=[C:15]([C:21]2[CH:26]=[CH:25][C:24]([C:27]([F:29])([F:30])[F:28])=[CH:23][C:22]=2[CH2:31][N:32]([CH2:33][CH3:34])[C:35](=[O:38])[CH2:36][N:1]2[CH:5]=[N:4][CH:3]=[N:2]2)[C:16]([O:19][CH3:20])=[CH:17][CH:18]=1)[CH3:9]. (3) The product is: [Si:10]([O:9][C:3]1[CH:4]=[CH:5][C:6]([Cl:8])=[CH:7][C:2]=1[NH2:1])([C:13]([CH3:16])([CH3:15])[CH3:14])([CH3:12])[CH3:11]. Given the reactants [NH2:1][C:2]1[CH:7]=[C:6]([Cl:8])[CH:5]=[CH:4][C:3]=1[OH:9].[Si:10](Cl)([C:13]([CH3:16])([CH3:15])[CH3:14])([CH3:12])[CH3:11].N1C=CN=C1, predict the reaction product. (4) The product is: [CH:1]1([C:5]2[C:13]([C:14](=[O:15])[NH:20][CH3:19])=[CH:12][C:8]([C:9]([OH:11])=[O:10])=[C:7]([CH3:18])[CH:6]=2)[CH2:4][CH2:3][CH2:2]1. Given the reactants [CH:1]1([C:5]2[C:13]([C:14](OC)=[O:15])=[CH:12][C:8]([C:9]([OH:11])=[O:10])=[C:7]([CH3:18])[CH:6]=2)[CH2:4][CH2:3][CH2:2]1.[CH3:19][NH2:20].Cl, predict the reaction product. (5) Given the reactants [Cl:1][C:2]1[N:7]=[C:6]([C:8](OC)=[O:9])[CH:5]=[C:4]([N:12]2[CH2:16][CH2:15][CH2:14][CH2:13]2)[N:3]=1.C1(NC(C2C=C(N3CCCC3)N=C(/C=C/C3N=C(N(C)C)C4C(=CC=CC=4)N=3)N=2)=O)CC1.[BH4-].[Na+], predict the reaction product. The product is: [Cl:1][C:2]1[N:7]=[C:6]([CH2:8][OH:9])[CH:5]=[C:4]([N:12]2[CH2:16][CH2:15][CH2:14][CH2:13]2)[N:3]=1. (6) The product is: [Cl:1][C:2]1[CH:3]=[N:4][C:5]([N:11]2[CH2:14][C:13]([C:16]3[CH:21]=[CH:20][CH:19]=[C:18]([F:22])[CH:17]=3)([OH:15])[CH2:12]2)=[C:6]([CH:10]=1)[C:7]([NH:24][C:25]1([C:28]2[CH:37]=[CH:36][C:31]([C:32]([O:34][CH3:35])=[O:33])=[CH:30][CH:29]=2)[CH2:27][CH2:26]1)=[O:8]. Given the reactants [Cl:1][C:2]1[CH:3]=[N:4][C:5]([N:11]2[CH2:14][C:13]([C:16]3[CH:21]=[CH:20][CH:19]=[C:18]([F:22])[CH:17]=3)([OH:15])[CH2:12]2)=[C:6]([CH:10]=1)[C:7](O)=[O:8].Cl.[NH2:24][C:25]1([C:28]2[CH:37]=[CH:36][C:31]([C:32]([O:34][CH3:35])=[O:33])=[CH:30][CH:29]=2)[CH2:27][CH2:26]1, predict the reaction product. (7) Given the reactants [CH2:1]([C:4]1[CH:13]=[C:12]([O:14][CH3:15])[C:11]2[C@H:10]3[CH2:16][C@H:7]([CH2:8][CH2:9]3)[C:6]=2[C:5]=1[OH:17])[CH:2]=[CH2:3].C(=O)([O-])[O-].[K+].[K+].[CH2:24](Br)[C:25]1[CH:30]=[CH:29][CH:28]=[CH:27][CH:26]=1.C(OC1C2CCCC=2C=CC=1CC=C)C1C=CC=CC=1, predict the reaction product. The product is: [CH2:1]([C:4]1[C:5]([O:17][CH2:24][C:25]2[CH:30]=[CH:29][CH:28]=[CH:27][CH:26]=2)=[C:6]2[C:11](=[C:12]([O:14][CH3:15])[CH:13]=1)[C@H:10]1[CH2:16][C@@H:7]2[CH2:8][CH2:9]1)[CH:2]=[CH2:3]. (8) Given the reactants [CH3:1][C:2]1[C:6]2[C:7]([N:11]3[CH2:16][CH2:15][O:14][CH2:13][CH2:12]3)=[CH:8][CH:9]=[CH:10][C:5]=2[O:4][C:3]=1[C:17]([OH:19])=O.[CH3:20][O:21][C:22](=[O:44])[C@@H:23]([NH:27][S:28]([C:31]1[CH:36]=[CH:35][C:34]([C:37]2[CH:42]=[CH:41][C:40]([NH2:43])=[CH:39][CH:38]=2)=[CH:33][CH:32]=1)(=[O:30])=[O:29])[CH:24]([CH3:26])[CH3:25].F[P-](F)(F)(F)(F)F.N1(O[P+](N(C)C)(N(C)C)N(C)C)C2C=CC=CC=2N=N1.C(N(CC)C(C)C)(C)C, predict the reaction product. The product is: [CH3:20][O:21][C:22](=[O:44])[C@@H:23]([NH:27][S:28]([C:31]1[CH:36]=[CH:35][C:34]([C:37]2[CH:38]=[CH:39][C:40]([NH:43][C:17]([C:3]3[O:4][C:5]4[CH:10]=[CH:9][CH:8]=[C:7]([N:11]5[CH2:12][CH2:13][O:14][CH2:15][CH2:16]5)[C:6]=4[C:2]=3[CH3:1])=[O:19])=[CH:41][CH:42]=2)=[CH:33][CH:32]=1)(=[O:30])=[O:29])[CH:24]([CH3:26])[CH3:25]. (9) Given the reactants Br[C:2]1[CH:7]=[C:6]([CH2:8][O:9][C:10]([C:23]2[CH:28]=[CH:27][CH:26]=[CH:25][CH:24]=2)([C:17]2[CH:22]=[CH:21][CH:20]=[CH:19][CH:18]=2)[C:11]2[CH:16]=[CH:15][CH:14]=[CH:13][CH:12]=2)[CH:5]=[CH:4][C:3]=1[CH2:29][O:30][C:31]([C:44]1[CH:49]=[CH:48][CH:47]=[CH:46][CH:45]=1)([C:38]1[CH:43]=[CH:42][CH:41]=[CH:40][CH:39]=1)[C:32]1[CH:37]=[CH:36][CH:35]=[CH:34][CH:33]=1.C1CCCCC1.C([Li])(CC)C.[CH2:61]([O:68][CH:69]1[CH:74]([O:75][CH2:76][C:77]2[CH:82]=[CH:81][CH:80]=[CH:79][CH:78]=2)[CH:73]([O:83][CH2:84][C:85]2[CH:90]=[CH:89][CH:88]=[CH:87][CH:86]=2)[CH:72]([CH2:91][O:92][CH2:93][C:94]2[CH:99]=[CH:98][CH:97]=[CH:96][CH:95]=2)[O:71][C:70]1=[O:100])[C:62]1[CH:67]=[CH:66][CH:65]=[CH:64][CH:63]=1, predict the reaction product. The product is: [CH2:61]([O:68][CH:69]1[CH:74]([O:75][CH2:76][C:77]2[CH:82]=[CH:81][CH:80]=[CH:79][CH:78]=2)[CH:73]([O:83][CH2:84][C:85]2[CH:86]=[CH:87][CH:88]=[CH:89][CH:90]=2)[CH:72]([CH2:91][O:92][CH2:93][C:94]2[CH:95]=[CH:96][CH:97]=[CH:98][CH:99]=2)[O:71][C:70]1([C:2]1[CH:7]=[C:6]([CH2:8][O:9][C:10]([C:11]2[CH:16]=[CH:15][CH:14]=[CH:13][CH:12]=2)([C:23]2[CH:24]=[CH:25][CH:26]=[CH:27][CH:28]=2)[C:17]2[CH:22]=[CH:21][CH:20]=[CH:19][CH:18]=2)[CH:5]=[CH:4][C:3]=1[CH2:29][O:30][C:31]([C:32]1[CH:33]=[CH:34][CH:35]=[CH:36][CH:37]=1)([C:38]1[CH:39]=[CH:40][CH:41]=[CH:42][CH:43]=1)[C:44]1[CH:49]=[CH:48][CH:47]=[CH:46][CH:45]=1)[OH:100])[C:62]1[CH:67]=[CH:66][CH:65]=[CH:64][CH:63]=1.